From a dataset of Reaction yield outcomes from USPTO patents with 853,638 reactions. Predict the reaction yield, written as a fraction of the theoretical maximum amount of product (1.0 means a 100% yield; for example, 0.34 means a 34% yield). (1) The yield is 0.320. The product is [CH2:11]([O:15][C:16]1[C:21]([CH:22]([CH3:24])[CH3:23])=[CH:20][C:19]([CH:25]([CH3:26])[CH3:27])=[CH:18][C:17]=1[C:28]([CH3:32])=[CH:29][CH:39]=[CH:38][C:37](=[O:9])[C:34]([F:36])([F:35])[F:33])[CH2:12][CH2:13][CH3:14]. The catalyst is C1COCC1. The reactants are N1CCCCC1.C(O)(=[O:9])C.[CH2:11]([O:15][C:16]1[C:21]([CH:22]([CH3:24])[CH3:23])=[CH:20][C:19]([CH:25]([CH3:27])[CH3:26])=[CH:18][C:17]=1[C:28]([CH3:32])=[CH:29]C=O)[CH2:12][CH2:13][CH3:14].[F:33][C:34]([CH2:37][C:38](=O)[CH3:39])([F:36])[F:35]. (2) The reactants are [Br:1][C:2]1[CH:7]=[CH:6][C:5]([Cl:8])=[CH:4][C:3]=1[CH2:9]Br.C([O-])([O-])=O.[K+].[K+].[CH3:17][O:18][CH2:19][CH2:20][O:21][C:22]1[CH:27]=[CH:26][C:25]([OH:28])=[CH:24][CH:23]=1. The catalyst is C(#N)C. The product is [Br:1][C:2]1[CH:7]=[CH:6][C:5]([Cl:8])=[CH:4][C:3]=1[CH2:9][O:28][C:25]1[CH:24]=[CH:23][C:22]([O:21][CH2:20][CH2:19][O:18][CH3:17])=[CH:27][CH:26]=1. The yield is 0.950. (3) The reactants are Br[C:2]1[CH:3]=[CH:4][C:5]([O:10][CH2:11][CH:12]2[CH2:17][CH2:16][N:15]([CH2:18][C:19]([CH2:23][CH3:24])([F:22])[CH2:20][CH3:21])[CH2:14][CH2:13]2)=[C:6]([CH:9]=1)[C:7]#[N:8].[CH2:25]([O:27][C:28]([C:30]1[CH:35]=[CH:34][C:33](B(O)O)=[CH:32][C:31]=1[F:39])=[O:29])[CH3:26].C([O-])([O-])=O.[Cs+].[Cs+]. The catalyst is C1C=CC(P(C2C=CC=CC=2)[C-]2C=CC=C2)=CC=1.C1C=CC(P(C2C=CC=CC=2)[C-]2C=CC=C2)=CC=1.Cl[Pd]Cl.[Fe+2].O. The product is [C:7]([C:6]1[CH:9]=[C:2]([C:33]2[CH:34]=[CH:35][C:30]([C:28]([O:27][CH2:25][CH3:26])=[O:29])=[C:31]([F:39])[CH:32]=2)[CH:3]=[CH:4][C:5]=1[O:10][CH2:11][CH:12]1[CH2:17][CH2:16][N:15]([CH2:18][C:19]([CH2:23][CH3:24])([F:22])[CH2:20][CH3:21])[CH2:14][CH2:13]1)#[N:8]. The yield is 0.380. (4) The reactants are O.[OH-].[Li+].[CH:4]1([C:7]2[O:8][CH:9]=[C:10]([CH2:12][C:13]([O:15]CC)=[O:14])[N:11]=2)[CH2:6][CH2:5]1. The catalyst is C1COCC1.O. The product is [CH:4]1([C:7]2[O:8][CH:9]=[C:10]([CH2:12][C:13]([OH:15])=[O:14])[N:11]=2)[CH2:5][CH2:6]1. The yield is 0.660.